This data is from Full USPTO retrosynthesis dataset with 1.9M reactions from patents (1976-2016). The task is: Predict the reactants needed to synthesize the given product. (1) Given the product [CH3:26][O:25][C:22]1[CH:21]=[C:15]2[C:14]([CH2:13][N:11]([C:8]3[CH:9]=[C:10]4[C:5]([CH:4]=[N:3][N:2]4[CH3:1])=[CH:6][CH:7]=3)[C:16]2=[O:17])=[CH:24][CH:23]=1, predict the reactants needed to synthesize it. The reactants are: [CH3:1][N:2]1[C:10]2[C:5](=[CH:6][CH:7]=[C:8]([NH2:11])[CH:9]=2)[CH:4]=[N:3]1.Br[CH2:13][C:14]1[CH:24]=[CH:23][C:22]([O:25][CH3:26])=[CH:21][C:15]=1[C:16](OCC)=[O:17].C(N(CC)C(C)C)(C)C. (2) Given the product [NH2:27][C:23]1[CH:22]=[C:21]([C:19]2[N:18]=[CH:17][N:16]([C:14]([N:13]([CH:10]3[CH2:11][CH2:12][N:7]([CH2:6][C:5]4[CH:31]=[CH:32][CH:33]=[C:3]([O:2][CH3:1])[CH:4]=4)[CH2:8][CH2:9]3)[CH3:30])=[O:15])[CH:20]=2)[CH:26]=[CH:25][CH:24]=1, predict the reactants needed to synthesize it. The reactants are: [CH3:1][O:2][C:3]1[CH:4]=[C:5]([CH:31]=[CH:32][CH:33]=1)[CH2:6][N:7]1[CH2:12][CH2:11][CH:10]([N:13]([CH3:30])[C:14]([N:16]2[CH:20]=[C:19]([C:21]3[CH:26]=[CH:25][CH:24]=[C:23]([N+:27]([O-])=O)[CH:22]=3)[N:18]=[CH:17]2)=[O:15])[CH2:9][CH2:8]1. (3) Given the product [C:10]([O:14][C:15]([N:17]1[CH2:18][CH2:19][C:20]([N:23]([CH3:25])[CH3:24])([C:5]2[S:6][CH:7]=[CH:8][CH:9]=2)[CH2:21][CH2:22]1)=[O:16])([CH3:13])([CH3:12])[CH3:11], predict the reactants needed to synthesize it. The reactants are: [Mg].II.Br[C:5]1[S:6][CH:7]=[CH:8][CH:9]=1.[C:10]([O:14][C:15]([N:17]1[CH2:22][CH2:21][C:20](C#N)([N:23]([CH3:25])[CH3:24])[CH2:19][CH2:18]1)=[O:16])([CH3:13])([CH3:12])[CH3:11].[NH4+].[Cl-]. (4) The reactants are: [Cl:1][C:2]1[N:7]=[CH:6][N:5]=[C:4]([NH2:8])[C:3]=1I.C(N(CC)CC)C.[C:17]([CH:19]1[CH2:24][CH2:23][N:22]([C:25]([O:27][C:28]([CH3:31])([CH3:30])[CH3:29])=[O:26])[CH2:21][CH2:20]1)#[CH:18]. Given the product [NH2:8][C:4]1[C:3]([C:18]#[C:17][CH:19]2[CH2:20][CH2:21][N:22]([C:25]([O:27][C:28]([CH3:31])([CH3:30])[CH3:29])=[O:26])[CH2:23][CH2:24]2)=[C:2]([Cl:1])[N:7]=[CH:6][N:5]=1, predict the reactants needed to synthesize it. (5) Given the product [ClH:33].[ClH:33].[NH2:1][C:4]1[CH:9]=[CH:8][C:7]([NH:10][CH2:11][CH2:12][CH2:13][N:14]2[CH2:18][CH2:17][CH2:16][C:15]2=[O:19])=[CH:6][C:5]=1[CH3:20], predict the reactants needed to synthesize it. The reactants are: [N+:1]([C:4]1[CH:9]=[CH:8][C:7]([NH:10][CH2:11][CH2:12][CH2:13][N:14]2[CH2:18][CH2:17][CH2:16][C:15]2=[O:19])=[CH:6][C:5]=1[CH3:20])([O-])=O.C1(N)C(F)=C(F)C(F)=C(N)C=1F.[ClH:33].Cl. (6) Given the product [F:19][C:2]([F:1])([F:18])[CH2:3][CH:4]1[C:13]2[C:8](=[CH:9][CH:10]=[CH:11][CH:12]=2)[N:7]([CH2:14][CH2:15][NH2:17])[CH2:6][CH2:5]1, predict the reactants needed to synthesize it. The reactants are: [F:1][C:2]([F:19])([F:18])[CH2:3][CH:4]1[C:13]2[C:8](=[CH:9][CH:10]=[CH:11][CH:12]=2)[N:7]([CH2:14][C:15]([NH2:17])=O)[CH2:6][CH2:5]1.CSC.B. (7) Given the product [C:1]([N:4]1[CH2:9][CH2:8][N:7]([C:10]2[CH:11]=[CH:12][C:13]([NH:16][C:17](=[O:30])[CH2:18][C:19]3[CH:24]=[CH:23][C:22]([C:36]4[CH:35]=[CH:34][N:33]=[C:32]([CH3:31])[CH:37]=4)=[C:21]([C:26]([F:29])([F:28])[F:27])[CH:20]=3)=[N:14][CH:15]=2)[CH2:6][CH2:5]1)(=[O:3])[CH3:2], predict the reactants needed to synthesize it. The reactants are: [C:1]([N:4]1[CH2:9][CH2:8][N:7]([C:10]2[CH:11]=[CH:12][C:13]([NH:16][C:17](=[O:30])[CH2:18][C:19]3[CH:24]=[CH:23][C:22](Br)=[C:21]([C:26]([F:29])([F:28])[F:27])[CH:20]=3)=[N:14][CH:15]=2)[CH2:6][CH2:5]1)(=[O:3])[CH3:2].[CH3:31][C:32]1[CH:37]=[C:36](B(O)O)[CH:35]=[CH:34][N:33]=1.C1(C)C=CC=CC=1.C(=O)([O-])[O-].[Na+].[Na+].